This data is from Reaction yield outcomes from USPTO patents with 853,638 reactions. The task is: Predict the reaction yield, written as a fraction of the theoretical maximum amount of product (1.0 means a 100% yield; for example, 0.34 means a 34% yield). (1) The product is [C:1]([O:4][CH2:5][C:6]1[CH:7]=[CH:8][C:9]([CH2:12][N:13]2[C:21]([Br:32])=[N:20][C:19]3[C:14]2=[N:15][C:16]([CH2:23][CH2:24][CH2:25][CH3:26])=[N:17][C:18]=3[NH2:22])=[CH:10][CH:11]=1)(=[O:3])[CH3:2]. The reactants are [C:1]([O:4][CH2:5][C:6]1[CH:11]=[CH:10][C:9]([CH2:12][N:13]2[CH:21]=[N:20][C:19]3[C:14]2=[N:15][C:16]([CH2:23][CH2:24][CH2:25][CH3:26])=[N:17][C:18]=3[NH2:22])=[CH:8][CH:7]=1)(=[O:3])[CH3:2].C([O-])(=O)C.[Na+].[Br:32]Br.C(=O)([O-])O.[Na+]. The yield is 0.750. The catalyst is C(Cl)(Cl)Cl. (2) The reactants are FC(F)(F)S(O[C:7]1[CH:12]=[CH:11][C:10]([F:13])=[C:9]([NH:14][CH2:15][C:16]2[CH:21]=[CH:20][CH:19]=[C:18]([F:22])[CH:17]=2)[N:8]=1)(=O)=O.[Cl:25][C:26]1[C:27](B(O)O)=[CH:28][C:29]([F:32])=[N:30][CH:31]=1.C(=O)([O-])[O-].[Na+].[Na+]. The catalyst is COCCOC.C1C=CC(P(C2C=CC=CC=2)[C-]2C=CC=C2)=CC=1.C1C=CC(P(C2C=CC=CC=2)[C-]2C=CC=C2)=CC=1.Cl[Pd]Cl.[Fe+2].C(Cl)Cl. The product is [Cl:25][C:26]1[C:27]([C:7]2[CH:12]=[CH:11][C:10]([F:13])=[C:9]([NH:14][CH2:15][C:16]3[CH:21]=[CH:20][CH:19]=[C:18]([F:22])[CH:17]=3)[N:8]=2)=[CH:28][C:29]([F:32])=[N:30][CH:31]=1. The yield is 0.570. (3) The reactants are [CH:1]1([CH2:4][OH:5])[CH2:3][CH2:2]1.[Cl:6][C:7]1[C:12](O)=[CH:11][C:10]([NH:14][C:15](=[O:21])[O:16][C:17]([CH3:20])([CH3:19])[CH3:18])=[C:9]([CH:22]=[O:23])[CH:8]=1.C1(P(C2C=CC=CC=2)C2C=CC=CC=2)C=CC=CC=1.CC(OC(/N=N/C(OC(C)C)=O)=O)C. The catalyst is C1COCC1. The product is [Cl:6][C:7]1[C:12]([O:5][CH2:4][CH:1]2[CH2:3][CH2:2]2)=[CH:11][C:10]([NH:14][C:15](=[O:21])[O:16][C:17]([CH3:18])([CH3:19])[CH3:20])=[C:9]([CH:22]=[O:23])[CH:8]=1. The yield is 0.686.